From a dataset of Catalyst prediction with 721,799 reactions and 888 catalyst types from USPTO. Predict which catalyst facilitates the given reaction. Reactant: [Cl:1][C:2]1[C:3]([O:11][CH3:12])=[C:4]([CH:7]=[C:8]([Cl:10])[CH:9]=1)[CH:5]=[O:6].O1CCCC1.C(O)C.[BH4-].[Na+]. Product: [Cl:1][C:2]1[C:3]([O:11][CH3:12])=[C:4]([CH:7]=[C:8]([Cl:10])[CH:9]=1)[CH2:5][OH:6]. The catalyst class is: 69.